Dataset: Forward reaction prediction with 1.9M reactions from USPTO patents (1976-2016). Task: Predict the product of the given reaction. (1) Given the reactants [F:1][C:2]1[CH:19]=[CH:18][C:5]([CH2:6][N:7]2[C:15]3[C:10](=[CH:11][CH:12]=[CH:13][CH:14]=3)[C:9]([CH2:16][OH:17])=[N:8]2)=[CH:4][CH:3]=1.Br[CH2:21][C:22]([OH:24])=[O:23].[H-].[Na+], predict the reaction product. The product is: [F:1][C:2]1[CH:3]=[CH:4][C:5]([CH2:6][N:7]2[C:15]3[C:10](=[CH:11][CH:12]=[CH:13][CH:14]=3)[C:9]([CH2:16][O:17][CH2:21][C:22]([OH:24])=[O:23])=[N:8]2)=[CH:18][CH:19]=1. (2) Given the reactants [CH3:1][C:2]1[C:3]([N:9]2[CH2:16][CH:15]3[CH:11]([CH2:12][NH:13][CH2:14]3)[CH2:10]2)=[N:4][C:5]([CH3:8])=[CH:6][N:7]=1.[CH3:17][C:18]1[CH:19]=[CH:20][C:21]([C:27]2[N:32]=[CH:31][CH:30]=[CH:29][N:28]=2)=[C:22]([CH:26]=1)[C:23](O)=[O:24], predict the reaction product. The product is: [CH3:1][C:2]1[C:3]([N:9]2[CH2:16][CH:15]3[CH:11]([CH2:12][N:13]([C:23]([C:22]4[CH:26]=[C:18]([CH3:17])[CH:19]=[CH:20][C:21]=4[C:27]4[N:28]=[CH:29][CH:30]=[CH:31][N:32]=4)=[O:24])[CH2:14]3)[CH2:10]2)=[N:4][C:5]([CH3:8])=[CH:6][N:7]=1. (3) The product is: [C:21]([C:25]1[CH:29]=[C:28]([NH:30][C:31]([NH:1][C:2]2[CH:19]=[CH:18][C:5]([O:6][C:7]3[C:16]4[N:15]=[CH:14][C:13](=[O:17])[NH:12][C:11]=4[N:10]=[CH:9][CH:8]=3)=[CH:4][C:3]=2[F:20])=[O:32])[N:27]([C:33]2[CH:38]=[CH:37][C:36]([CH3:39])=[CH:35][CH:34]=2)[N:26]=1)([CH3:24])([CH3:23])[CH3:22]. Given the reactants [NH2:1][C:2]1[CH:19]=[CH:18][C:5]([O:6][C:7]2[C:16]3[N:15]=[CH:14][C:13](=[O:17])[NH:12][C:11]=3[N:10]=[CH:9][CH:8]=2)=[CH:4][C:3]=1[F:20].[C:21]([C:25]1[CH:29]=[C:28]([N:30]=[C:31]=[O:32])[N:27]([C:33]2[CH:38]=[CH:37][C:36]([CH3:39])=[CH:35][CH:34]=2)[N:26]=1)([CH3:24])([CH3:23])[CH3:22], predict the reaction product. (4) Given the reactants Br[C:2]1[C:9]([F:10])=[CH:8][CH:7]=[CH:6][C:3]=1[C:4]#[N:5].[F-].[K+].[F:13][C:14]1[CH:19]=[CH:18][C:17]([N+:20]([O-:22])=[O:21])=[CH:16][C:15]=1B1OC(C)(C)C(C)(C)O1, predict the reaction product. The product is: [F:10][C:9]1[CH:8]=[CH:7][CH:6]=[C:3]([C:4]#[N:5])[C:2]=1[C:15]1[CH:16]=[C:17]([N+:20]([O-:22])=[O:21])[CH:18]=[CH:19][C:14]=1[F:13]. (5) Given the reactants [NH2:1][NH:2][C:3]([C:5]1[CH:10]=[CH:9][CH:8]=[C:7]([CH3:11])[N:6]=1)=[NH:4].[F:12][C:13]1[CH:20]=[CH:19][C:18]([O:21][CH3:22])=[CH:17][C:14]=1[CH:15]=O, predict the reaction product. The product is: [F:12][C:13]1[CH:20]=[CH:19][C:18]([O:21][CH3:22])=[CH:17][C:14]=1[C:15]1[NH:1][N:2]=[C:3]([C:5]2[CH:10]=[CH:9][CH:8]=[C:7]([CH3:11])[N:6]=2)[N:4]=1.